Dataset: Catalyst prediction with 721,799 reactions and 888 catalyst types from USPTO. Task: Predict which catalyst facilitates the given reaction. (1) Reactant: [O:1]1[CH2:6][CH2:5][CH:4]([OH:7])[CH2:3][CH2:2]1.C(N(CC)CC)C.[S:15](Cl)([CH3:18])(=[O:17])=[O:16].O. Product: [CH3:18][S:15]([O:7][CH:4]1[CH2:5][CH2:6][O:1][CH2:2][CH2:3]1)(=[O:17])=[O:16]. The catalyst class is: 2. (2) Reactant: [CH3:1][C:2]1[S:6][C:5]([C:7]2[C:8]([N+:14]([O-])=O)=[C:9]([CH:11]=[CH:12][CH:13]=2)[NH2:10])=[CH:4][CH:3]=1.[NH4+].[Cl-]. Product: [CH3:1][C:2]1[S:6][C:5]([C:7]2[CH:13]=[CH:12][CH:11]=[C:9]([NH2:10])[C:8]=2[NH2:14])=[CH:4][CH:3]=1. The catalyst class is: 406.